Dataset: Forward reaction prediction with 1.9M reactions from USPTO patents (1976-2016). Task: Predict the product of the given reaction. Given the reactants Br[C:2]1[C:14]2[C:13]3[C:8](=[CH:9][C:10]([CH2:15][O:16][CH3:17])=[CH:11][CH:12]=3)[NH:7][C:6]=2[C:5]([C:18]([NH2:20])=[O:19])=[CH:4][CH:3]=1.[F:21][C:22]1[C:31]2[N:26]([C:27](=[O:49])[N:28]([C:33]3[CH:38]=[CH:37][CH:36]=[C:35](B4OC(C)(C)C(C)(C)O4)[C:34]=3[CH3:48])[C:29](=[O:32])[CH:30]=2)[CH:25]=[CH:24][CH:23]=1.C([O-])([O-])=O.[Cs+].[Cs+], predict the reaction product. The product is: [F:21][C:22]1[C:31]2[N:26]([C:27](=[O:49])[N:28]([C:33]3[C:34]([CH3:48])=[C:35]([C:2]4[C:14]5[C:13]6[C:8](=[CH:9][C:10]([CH2:15][O:16][CH3:17])=[CH:11][CH:12]=6)[NH:7][C:6]=5[C:5]([C:18]([NH2:20])=[O:19])=[CH:4][CH:3]=4)[CH:36]=[CH:37][CH:38]=3)[C:29](=[O:32])[CH:30]=2)[CH:25]=[CH:24][CH:23]=1.